Task: Predict which catalyst facilitates the given reaction.. Dataset: Catalyst prediction with 721,799 reactions and 888 catalyst types from USPTO (1) Reactant: [NH2:1][CH2:2][CH2:3][O:4][CH2:5][CH2:6][O:7][CH2:8][CH2:9][O:10][CH2:11][C:12]#[CH:13].C([O-])(O)=O.[Na+].[Br:19][CH2:20][C:21](Br)=[O:22]. Product: [Br:19][CH2:20][C:21]([NH:1][CH2:2][CH2:3][O:4][CH2:5][CH2:6][O:7][CH2:8][CH2:9][O:10][CH2:11][C:12]#[CH:13])=[O:22]. The catalyst class is: 2. (2) Reactant: [NH2:1][C:2]1[CH:10]=[CH:9][C:8]2[N:7]([S:11]([CH2:14][CH3:15])(=[O:13])=[O:12])[C:6]3[CH2:16][CH2:17][N:18]([C:20]([O:22][C:23]([CH3:26])([CH3:25])[CH3:24])=[O:21])[CH2:19][C:5]=3[C:4]=2[CH:3]=1.[N:27]1([C:32](Cl)=[O:33])[CH2:31][CH2:30][CH2:29][CH2:28]1.C(N(CC)CC)C. Product: [CH2:14]([S:11]([N:7]1[C:8]2[CH:9]=[CH:10][C:2]([NH:1][C:32]([N:27]3[CH2:31][CH2:30][CH2:29][CH2:28]3)=[O:33])=[CH:3][C:4]=2[C:5]2[CH2:19][N:18]([C:20]([O:22][C:23]([CH3:25])([CH3:24])[CH3:26])=[O:21])[CH2:17][CH2:16][C:6]1=2)(=[O:13])=[O:12])[CH3:15]. The catalyst class is: 10. (3) Reactant: [OH-].[Na+].C([O:5][C:6](=[O:15])[CH2:7][N:8]1[CH2:13][CH2:12][N:11]([CH3:14])[CH2:10][CH2:9]1)C. Product: [CH3:14][N:11]1[CH2:10][CH2:9][N:8]([CH2:7][C:6]([OH:15])=[O:5])[CH2:13][CH2:12]1. The catalyst class is: 38. (4) Reactant: [CH3:1][N:2]1[CH2:7][CH2:6][NH:5][CH2:4][CH2:3]1.[CH:8]([S:10]([N:13]1[CH2:18][CH2:17][CH:16]([NH:19][C:20]2[N:25]=[C:24]([C:26]3[N:27]([CH:32]([CH3:34])[CH3:33])[C:28]([CH3:31])=[N:29][CH:30]=3)[CH:23]=[CH:22][N:21]=2)[CH2:15][CH2:14]1)(=[O:12])=[O:11])=[CH2:9]. Product: [CH3:1][N:2]1[CH2:7][CH2:6][N:5]([CH2:9][CH2:8][S:10]([N:13]2[CH2:14][CH2:15][CH:16]([NH:19][C:20]3[N:25]=[C:24]([C:26]4[N:27]([CH:32]([CH3:33])[CH3:34])[C:28]([CH3:31])=[N:29][CH:30]=4)[CH:23]=[CH:22][N:21]=3)[CH2:17][CH2:18]2)(=[O:11])=[O:12])[CH2:4][CH2:3]1. The catalyst class is: 76. (5) Product: [CH3:38][O:39][CH:40]([O:43][CH3:44])[CH2:41][NH:42][C:13](=[O:15])[C@H:12]([NH:11][S:8]([C:5]1[CH:4]=[CH:3][C:2]([CH3:1])=[CH:7][CH:6]=1)(=[O:9])=[O:10])[CH2:16][C:17]#[CH:18]. The catalyst class is: 3. Reactant: [CH3:1][C:2]1[CH:7]=[CH:6][C:5]([S:8]([NH:11][C@H:12]([CH2:16][C:17]#[CH:18])[C:13]([OH:15])=O)(=[O:10])=[O:9])=[CH:4][CH:3]=1.C1C=CC2N(O)N=NC=2C=1.CCN(C(C)C)C(C)C.[CH3:38][O:39][CH:40]([O:43][CH3:44])[CH2:41][NH2:42].CCN=C=NCCCN(C)C.